From a dataset of Full USPTO retrosynthesis dataset with 1.9M reactions from patents (1976-2016). Predict the reactants needed to synthesize the given product. (1) Given the product [C:39]([NH:43][C:44]([NH:2][C@H:3]1[C:12]2[C:7]3=[C:8]([C:13]4[N:14]([C:17]5[CH:18]=[C:19]([C:30]([O:32][CH3:33])=[O:31])[CH:20]=[CH:21][C:22]=5[C:23]=4[CH:24]4[CH2:29][CH2:28][CH2:27][CH2:26][CH2:25]4)[CH2:15][CH2:16][N:6]3[CH2:5][CH2:4]1)[CH:9]=[CH:10][CH:11]=2)=[O:45])([CH3:42])([CH3:41])[CH3:40], predict the reactants needed to synthesize it. The reactants are: Cl.[NH2:2][C@H:3]1[C:12]2[C:7]3=[C:8]([C:13]4[N:14]([C:17]5[CH:18]=[C:19]([C:30]([O:32][CH3:33])=[O:31])[CH:20]=[CH:21][C:22]=5[C:23]=4[CH:24]4[CH2:29][CH2:28][CH2:27][CH2:26][CH2:25]4)[CH2:15][CH2:16][N:6]3[CH2:5][CH2:4]1)[CH:9]=[CH:10][CH:11]=2.C([O-])(O)=O.[Na+].[C:39]([N:43]=[C:44]=[O:45])([CH3:42])([CH3:41])[CH3:40]. (2) Given the product [Br:13][C:9]1[CH:8]=[C:7]([C:25]([C:17]2[CH:18]=[CH:19][C:20]([O:21][CH:22]([F:23])[F:24])=[C:15]([Cl:14])[CH:16]=2)=[CH2:26])[CH:12]=[CH:11][CH:10]=1, predict the reactants needed to synthesize it. The reactants are: C([Li])CCC.Br[C:7]1[CH:12]=[CH:11][CH:10]=[C:9]([Br:13])[CH:8]=1.[Cl:14][C:15]1[CH:16]=[C:17]([C:25](=O)[CH3:26])[CH:18]=[CH:19][C:20]=1[O:21][CH:22]([F:24])[F:23]. (3) Given the product [NH2:18][C:16]1[NH:15][N:14]=[C:13]([NH:12][C:5]2[CH:6]=[C:7]([C:8]([F:11])([F:10])[F:9])[C:2]([C:28]3[CH:33]=[CH:32][C:31]([S:34]([CH2:37][CH2:38][OH:39])(=[O:35])=[O:36])=[CH:30][CH:29]=3)=[C:3]([Cl:19])[CH:4]=2)[N:17]=1, predict the reactants needed to synthesize it. The reactants are: Br[C:2]1[C:7]([C:8]([F:11])([F:10])[F:9])=[CH:6][C:5]([NH:12][C:13]2[N:17]=[C:16]([NH2:18])[NH:15][N:14]=2)=[CH:4][C:3]=1[Cl:19].CC1(C)C(C)(C)OB([C:28]2[CH:33]=[CH:32][C:31]([S:34]([CH2:37][CH2:38][OH:39])(=[O:36])=[O:35])=[CH:30][CH:29]=2)O1.O1CCOCC1.C(=O)([O-])[O-].[K+].[K+].